Dataset: Full USPTO retrosynthesis dataset with 1.9M reactions from patents (1976-2016). Task: Predict the reactants needed to synthesize the given product. (1) Given the product [CH3:1][O:2][C:3](=[O:24])[C:4](=[C:5]1[C:9](=[O:10])[N:8]([C:11]2[CH:16]=[CH:15][CH:14]=[C:13]([Cl:17])[CH:12]=2)[N:7]=[C:6]1[CH3:18])[C:19]([F:21])([F:20])[F:22], predict the reactants needed to synthesize it. The reactants are: [CH3:1][O:2][C:3](=[O:24])[C:4](O)([C:19]([F:22])([F:21])[F:20])[C:5]1[C:9](=[O:10])[N:8]([C:11]2[CH:16]=[CH:15][CH:14]=[C:13]([Cl:17])[CH:12]=2)[NH:7][C:6]=1[CH3:18].S(Cl)(Cl)=O. (2) Given the product [CH3:26][C:25]([C:24]([O:29][CH2:36][CH:30]1[O:12][CH2:31]1)=[O:28])=[CH2:27], predict the reactants needed to synthesize it. The reactants are: ClCC1C=CC(CC[Si](OC)(OC)[O:12]C)=CC=1.[SiH4].C(=S)([S-])N.[Na+].[C:24]([O-:29])(=[O:28])[C:25]([CH3:27])=[CH2:26].[C:30]1([CH3:36])C=CC=C[CH:31]=1.